From a dataset of hERG potassium channel inhibition data for cardiac toxicity prediction from Karim et al.. Regression/Classification. Given a drug SMILES string, predict its toxicity properties. Task type varies by dataset: regression for continuous values (e.g., LD50, hERG inhibition percentage) or binary classification for toxic/non-toxic outcomes (e.g., AMES mutagenicity, cardiotoxicity, hepatotoxicity). Dataset: herg_karim. (1) The compound is O=C(c1ccc(F)cc1F)N1CCN(c2ccc(OCCCN3CCCCC3)cc2)C(=O)C1. The result is 0 (non-blocker). (2) The molecule is CCCCCCC[N+](CC)(CC)C/C=C\Cc1ccc(Cl)cc1. The result is 1 (blocker). (3) The drug is [NH3+]C(C(=O)N1CC[C@H](F)C1)[C@@H](C(=O)N1CCCC1)c1ccc(-c2ccc(F)cc2)cc1. The result is 1 (blocker).